Predict which catalyst facilitates the given reaction. From a dataset of Catalyst prediction with 721,799 reactions and 888 catalyst types from USPTO. (1) Reactant: [CH3:1][O:2][C:3]1[C:8]([CH:9]=O)=[CH:7][N:6]=[CH:5][CH:4]=1.[N:11]([CH2:14][C:15]([O:17][CH3:18])=[O:16])=[N+:12]=[N-:13].C[O-].[Na+]. Product: [N:11](/[C:14](=[CH:9]\[C:8]1[CH:7]=[N:6][CH:5]=[CH:4][C:3]=1[O:2][CH3:1])/[C:15]([O:17][CH3:18])=[O:16])=[N+:12]=[N-:13]. The catalyst class is: 5. (2) Reactant: [CH:1]([C@H:4]1[CH2:8][O:7][C:6](=[O:9])[NH:5]1)([CH3:3])[CH3:2].C([Li])CCC.[C:15](Cl)(=[O:20])[CH2:16][CH2:17][CH:18]=[CH2:19].[Cl-].[NH4+]. Product: [CH:1]([C@H:4]1[CH2:8][O:7][C:6](=[O:9])[N:5]1[C:15](=[O:20])[CH2:16][CH2:17][CH:18]=[CH2:19])([CH3:3])[CH3:2]. The catalyst class is: 7.